The task is: Predict the reactants needed to synthesize the given product.. This data is from Full USPTO retrosynthesis dataset with 1.9M reactions from patents (1976-2016). (1) Given the product [Cl:77][C:78]1[N:79]=[CH:80][C:81]([NH:1][C:2]2[CH:7]=[C:6]([CH2:8][N:9]3[C:13]([CH3:15])([CH3:14])[C:12](=[O:16])[N:11]([C:17]4[CH:22]=[CH:21][C:20]([S:23][C:24]([F:27])([F:26])[F:25])=[CH:19][CH:18]=4)[C:10]3=[O:28])[CH:5]=[CH:4][N:3]=2)=[CH:82][CH:83]=1, predict the reactants needed to synthesize it. The reactants are: [NH2:1][C:2]1[CH:7]=[C:6]([CH2:8][N:9]2[C:13]([CH3:15])([CH3:14])[C:12](=[O:16])[N:11]([C:17]3[CH:22]=[CH:21][C:20]([S:23][C:24]([F:27])([F:26])[F:25])=[CH:19][CH:18]=3)[C:10]2=[O:28])[CH:5]=[CH:4][N:3]=1.CC1(C)C2C=CC(P(C3C=CC=CC=3)C3C=CC=CC=3)=CC=2OC2C1=CC=C(P(C1C=CC=CC=1)C1C=CC=CC=1)C=2.C(=O)([O-])[O-].[Cs+].[Cs+].[Cl:77][C:78]1[CH:83]=[CH:82][C:81](I)=[CH:80][N:79]=1. (2) Given the product [CH3:6][C:5]([C:38]([OH:40])=[O:39])([C:7]1[CH:12]=[CH:11][C:10]([CH:13]([OH:37])[CH2:14][CH2:15][CH2:16][N:17]2[CH2:18][CH2:19][CH:20]([C:23]([OH:36])([C:24]3[CH:25]=[CH:26][CH:27]=[CH:28][CH:29]=3)[C:30]3[CH:35]=[CH:34][CH:33]=[CH:32][CH:31]=3)[CH2:21][CH2:22]2)=[CH:9][CH:8]=1)[CH3:4].[ClH:1], predict the reactants needed to synthesize it. The reactants are: [ClH:1].CO.[CH3:4][C:5]([C:38]([OH:40])=[O:39])([C:7]1[CH:12]=[CH:11][C:10]([CH:13]([OH:37])[CH2:14][CH2:15][CH2:16][N:17]2[CH2:22][CH2:21][CH:20]([C:23]([OH:36])([C:30]3[CH:35]=[CH:34][CH:33]=[CH:32][CH:31]=3)[C:24]3[CH:29]=[CH:28][CH:27]=[CH:26][CH:25]=3)[CH2:19][CH2:18]2)=[CH:9][CH:8]=1)[CH3:6]. (3) The reactants are: C[O:2][C:3]1[CH:12]=[C:11]2[C:6]([CH:7]=[CH:8][N:9]=[C:10]2[NH2:13])=CC=1.ClC1C2C=COC=2C=CN=1. Given the product [O:2]1[C:6]2[CH:7]=[CH:8][N:9]=[C:10]([NH2:13])[C:11]=2[CH:12]=[CH:3]1, predict the reactants needed to synthesize it. (4) Given the product [CH:11]([NH:10][C:9]1[C:4]2[C:3]([C:15]3[CH:20]=[CH:19][CH:18]=[CH:17][CH:16]=3)=[C:2]([C:29]3[CH:30]=[CH:31][C:32]([O:33][CH2:34][CH2:35][N:36]4[CH2:37][CH2:38][CH2:39][CH2:40]4)=[CH:41][CH:42]=3)[O:14][C:5]=2[N:6]=[CH:7][N:8]=1)([CH3:13])[CH3:12], predict the reactants needed to synthesize it. The reactants are: Br[C:2]1[O:14][C:5]2[N:6]=[CH:7][N:8]=[C:9]([NH:10][CH:11]([CH3:13])[CH3:12])[C:4]=2[C:3]=1[C:15]1[CH:20]=[CH:19][CH:18]=[CH:17][CH:16]=1.CC1(C)C(C)(C)OB([C:29]2[CH:42]=[CH:41][C:32]([O:33][CH2:34][CH2:35][N:36]3[CH2:40][CH2:39][CH2:38][CH2:37]3)=[CH:31][CH:30]=2)O1.C(=O)([O-])[O-].[K+].[K+].COCCOC. (5) Given the product [CH2:1]([O:8][C:9]1[C:10]([O:26][CH3:27])=[CH:11][C:12]2[CH:13]=[C:14]3[C:15](=[CH:16][C:17]=2[CH:18]=1)[N:19]=[CH:20][N:21]=[C:24]3[NH:25][C:30]1[CH:32]=[C:33]([O:37][CH3:38])[C:34]([Cl:36])=[CH:35][C:29]=1[Cl:28])[C:2]1[CH:7]=[CH:6][CH:5]=[CH:4][CH:3]=1, predict the reactants needed to synthesize it. The reactants are: [CH2:1]([O:8][C:9]1[CH:18]=[C:17]2[C:12]([CH:13]=[C:14]([C:24]#[N:25])[C:15]([N:19]=[CH:20][N:21](C)C)=[CH:16]2)=[CH:11][C:10]=1[O:26][CH3:27])[C:2]1[CH:7]=[CH:6][CH:5]=[CH:4][CH:3]=1.[Cl:28][C:29]1[CH:35]=[C:34]([Cl:36])[C:33]([O:37][CH3:38])=[CH:32][C:30]=1N. (6) The reactants are: [NH2:1][C:2]1[N:11]=[C:10]([C:12]([N:14]2[CH2:22][C:21]3[C:16](=[CH:17][CH:18]=[CH:19][CH:20]=3)[CH2:15]2)=[O:13])[C:9]2[C:4](=[CH:5][CH:6]=[C:7]([CH:23]([CH2:29][CH2:30][CH2:31][CH3:32])[C:24]([O:26]CC)=[O:25])[CH:8]=2)[N:3]=1.[OH-].[Na+]. Given the product [NH2:1][C:2]1[N:11]=[C:10]([C:12]([N:14]2[CH2:15][C:16]3[C:21](=[CH:20][CH:19]=[CH:18][CH:17]=3)[CH2:22]2)=[O:13])[C:9]2[C:4](=[CH:5][CH:6]=[C:7]([CH:23]([CH2:29][CH2:30][CH2:31][CH3:32])[C:24]([OH:26])=[O:25])[CH:8]=2)[N:3]=1, predict the reactants needed to synthesize it. (7) Given the product [O:8]1[C:12]2[CH:13]=[CH:14][C:15]([NH:17][C:18]3[CH:30]=[C:29]([C:31]4[CH:36]=[CH:35][C:34]([NH:37][S:38]([CH3:41])(=[O:39])=[O:40])=[CH:33][CH:32]=4)[CH:28]=[CH:27][C:19]=3[C:20]([OH:22])=[O:21])=[CH:16][C:11]=2[O:10][CH2:9]1, predict the reactants needed to synthesize it. The reactants are: FC(F)(F)C(O)=O.[O:8]1[C:12]2[CH:13]=[CH:14][C:15]([NH:17][C:18]3[CH:30]=[C:29]([C:31]4[CH:36]=[CH:35][C:34]([NH:37][S:38]([CH3:41])(=[O:40])=[O:39])=[CH:33][CH:32]=4)[CH:28]=[CH:27][C:19]=3[C:20]([O:22]C(C)(C)C)=[O:21])=[CH:16][C:11]=2[O:10][CH2:9]1. (8) Given the product [CH2:11]([N:18]1[CH2:23][CH2:22][CH:10]([N:8]2[CH:7]=[N:6][N:5]=[CH:9]2)[CH2:20][CH2:19]1)[C:12]1[CH:17]=[CH:16][CH:15]=[CH:14][CH:13]=1, predict the reactants needed to synthesize it. The reactants are: CN(C=[N:5][N:6]=[CH:7][N:8]([CH3:10])[CH3:9])C.[CH2:11]([N:18]1[CH2:23][CH2:22]C(N)[CH2:20][CH2:19]1)[C:12]1[CH:17]=[CH:16][CH:15]=[CH:14][CH:13]=1.C1(C)C=CC(S(O)(=O)=O)=CC=1. (9) The reactants are: C(O[C:9](=O)[N:10]([CH:12]([C:16](=[O:59])[NH:17][CH:18]([C:22](=[O:58])[N:23]([CH:25]([CH:54]([CH2:56][CH3:57])[CH3:55])[CH:26]([O:52][CH3:53])[CH2:27][C:28]([N:30]1[CH2:34][CH2:33][CH2:32][CH:31]1[CH:35]([S:48]([CH3:51])(=[O:50])=[O:49])[CH2:36][C:37](=[O:47])[NH:38][CH2:39][CH2:40][C:41]1[CH:46]=[CH:45][CH:44]=[CH:43][CH:42]=1)=[O:29])[CH3:24])[CH:19]([CH3:21])[CH3:20])[CH:13]([CH3:15])[CH3:14])C)C1C=CC=CC=1.O. Given the product [CH:54]([CH:25]([N:23]([CH3:24])[C:22]([CH:18]([NH:17][C:16](=[O:59])[CH:12]([NH:10][CH3:9])[CH:13]([CH3:15])[CH3:14])[CH:19]([CH3:21])[CH3:20])=[O:58])[CH:26]([O:52][CH3:53])[CH2:27][C:28]([N:30]1[CH2:34][CH2:33][CH2:32][CH:31]1[CH:35]([S:48]([CH3:51])(=[O:50])=[O:49])[CH2:36][C:37](=[O:47])[NH:38][CH2:39][CH2:40][C:41]1[CH:42]=[CH:43][CH:44]=[CH:45][CH:46]=1)=[O:29])([CH2:56][CH3:57])[CH3:55], predict the reactants needed to synthesize it.